From a dataset of Full USPTO retrosynthesis dataset with 1.9M reactions from patents (1976-2016). Predict the reactants needed to synthesize the given product. (1) Given the product [CH3:11][N:12]([CH2:13][C:14]1[CH:19]=[CH:18][CH:17]=[CH:16][N:15]=1)[C:2]1[CH:7]=[CH:6][C:5]([N+:8]([O-:10])=[O:9])=[CH:4][N:3]=1, predict the reactants needed to synthesize it. The reactants are: Cl[C:2]1[CH:7]=[CH:6][C:5]([N+:8]([O-:10])=[O:9])=[CH:4][N:3]=1.[CH3:11][NH:12][CH2:13][C:14]1[CH:19]=[CH:18][CH:17]=[CH:16][N:15]=1.C(N(CC)CC)C.O. (2) The reactants are: [N:1]([CH:4]1[CH2:8][CH2:7][N:6]([C:9]2[CH:14]=[CH:13][C:12]([C:15]3[NH:20][C:19](=[O:21])[C:18]([C:22]([OH:24])=[O:23])=[CH:17][C:16]=3[CH2:25][CH3:26])=[CH:11][CH:10]=2)[CH2:5]1)=[N+]=[N-]. Given the product [NH2:1][CH:4]1[CH2:8][CH2:7][N:6]([C:9]2[CH:14]=[CH:13][C:12]([C:15]3[NH:20][C:19](=[O:21])[C:18]([C:22]([OH:24])=[O:23])=[CH:17][C:16]=3[CH2:25][CH3:26])=[CH:11][CH:10]=2)[CH2:5]1, predict the reactants needed to synthesize it. (3) Given the product [Br:9][C:5]1[C:6]([CH3:8])=[N:7][C:2]([Cl:14])=[CH:3][CH:4]=1, predict the reactants needed to synthesize it. The reactants are: N[C:2]1[N:7]=[C:6]([CH3:8])[C:5]([Br:9])=[CH:4][CH:3]=1.N([O-])=O.[Na+].[ClH:14]. (4) Given the product [CH:23]1([N:22]2[C:21]3[CH:29]=[CH:30][C:31]([C:33]([OH:35])=[O:34])=[CH:32][C:20]=3[N:19]=[C:18]2[C:13]2[CH:14]=[C:15]3[C:10](=[CH:11][CH:12]=2)[N:9]=[C:77]([C:68]2[CH:69]=[C:70]([CH3:76])[CH:71]=[C:72]([N+:73]([O-:75])=[O:74])[C:67]=2[OH:66])[CH:78]=[CH:16]3)[CH2:24][CH2:25][CH2:26][CH2:27][CH2:28]1, predict the reactants needed to synthesize it. The reactants are: BrC1C=CC(O)=C(C2C=[CH:16][C:15]3[C:10](=[CH:11][CH:12]=[C:13]([C:18]4[N:22]([CH:23]5[CH2:28][CH2:27][CH2:26][CH2:25][CH2:24]5)[C:21]5[CH:29]=[CH:30][C:31]([C:33]([OH:35])=[O:34])=[CH:32][C:20]=5[N:19]=4)[CH:14]=3)[N:9]=2)C=1.C(OC(C1C=CC2N(C3CCCCC3)C(C3C=CC(N)=C(C=O)C=3)=NC=2C=1)=O)C.[OH:66][C:67]1[C:72]([N+:73]([O-:75])=[O:74])=[CH:71][C:70]([CH3:76])=[CH:69][C:68]=1[C:77](=O)[CH3:78].[OH-].[K+]. (5) The reactants are: [C:1]([C:5]1[C:13]([OH:14])=[C:12]([CH:15]=O)[C:8]2[CH2:9][CH2:10][O:11][C:7]=2[CH:6]=1)([CH3:4])([CH3:3])[CH3:2].[NH2:17][C:18]1[CH:26]=[CH:25][C:24]([S:27]([C:30]([F:33])([F:32])[F:31])(=[O:29])=[O:28])=[CH:23][C:19]=1[C:20]([NH2:22])=[O:21]. Given the product [C:1]([C:5]1[C:13]([OH:14])=[C:12]([C:15]2[NH:22][C:20](=[O:21])[C:19]3[C:18](=[CH:26][CH:25]=[C:24]([S:27]([C:30]([F:33])([F:31])[F:32])(=[O:29])=[O:28])[CH:23]=3)[N:17]=2)[C:8]2[CH2:9][CH2:10][O:11][C:7]=2[CH:6]=1)([CH3:2])([CH3:3])[CH3:4], predict the reactants needed to synthesize it.